This data is from Reaction yield outcomes from USPTO patents with 853,638 reactions. The task is: Predict the reaction yield, written as a fraction of the theoretical maximum amount of product (1.0 means a 100% yield; for example, 0.34 means a 34% yield). (1) The reactants are [CH3:1][C:2]1[CH:3]=[C:4]([C:19]2[S:23][C:22](/[CH:24]=[CH:25]/[C:26]3[CH:35]=[CH:34][C:29]([C:30]([O:32][CH3:33])=[O:31])=[CH:28][CH:27]=3)=[N:21][CH:20]=2)[CH:5]=[C:6]([NH:8][C:9]2[N:14]=[C:13]([C:15]([F:18])([F:17])[F:16])[CH:12]=[CH:11][N:10]=2)[CH:7]=1. The catalyst is CCOC(C)=O.[Pd]. The product is [CH3:1][C:2]1[CH:3]=[C:4]([C:19]2[S:23][C:22]([CH2:24][CH2:25][C:26]3[CH:27]=[CH:28][C:29]([C:30]([O:32][CH3:33])=[O:31])=[CH:34][CH:35]=3)=[N:21][CH:20]=2)[CH:5]=[C:6]([NH:8][C:9]2[N:14]=[C:13]([C:15]([F:18])([F:17])[F:16])[CH:12]=[CH:11][N:10]=2)[CH:7]=1. The yield is 0.820. (2) The reactants are [Br:1][C:2]1[CH:3]=[C:4]([CH:8]([CH2:13][CH2:14][N+:15]([O-])=O)[C:9]([O:11][CH3:12])=[O:10])[CH:5]=[CH:6][CH:7]=1.[BH4-].[Na+]. The catalyst is CO. The product is [NH2:15][CH2:14][CH2:13][CH:8]([C:4]1[CH:5]=[CH:6][CH:7]=[C:2]([Br:1])[CH:3]=1)[C:9]([O:11][CH3:12])=[O:10]. The yield is 0.820. (3) The reactants are [CH2:1]([C:3]1[O:7][N:6]=[C:5]([C:8]([OH:10])=O)[CH:4]=1)[CH3:2].C(Cl)(=O)C(Cl)=O.[N-:17]=[N+:18]=[N-:19].[Na+]. The catalyst is C1C=CC=CC=1.O. The product is [CH2:1]([C:3]1[O:7][N:6]=[C:5]([C:8]([N:17]=[N+:18]=[N-:19])=[O:10])[CH:4]=1)[CH3:2]. The yield is 0.880.